From a dataset of Reaction yield outcomes from USPTO patents with 853,638 reactions. Predict the reaction yield, written as a fraction of the theoretical maximum amount of product (1.0 means a 100% yield; for example, 0.34 means a 34% yield). (1) The reactants are CN(C)C=O.Br[CH2:7][CH2:8][CH2:9][CH2:10][CH2:11][CH2:12][C:13]([O:15][CH2:16][CH3:17])=[O:14].[I:18][C:19]1[CH:24]=[C:23]([I:25])[CH:22]=[C:21]([I:26])[C:20]=1[OH:27].C(=O)([O-])[O-].[K+].[K+]. The catalyst is O. The product is [I:18][C:19]1[CH:24]=[C:23]([I:25])[CH:22]=[C:21]([I:26])[C:20]=1[O:27][CH2:7][CH2:8][CH2:9][CH2:10][CH2:11][CH2:12][C:13]([O:15][CH2:16][CH3:17])=[O:14]. The yield is 0.960. (2) The reactants are C1(S([CH2:9][C:10]2[CH:11]=[CH:12][N:13]3[C:18]=2[C:17]([NH:19][C:20]2[CH:21]=[C:22]4[C:26](=[CH:27][CH:28]=2)[N:25]([CH2:29][C:30]2[CH:35]=[CH:34][CH:33]=[C:32]([F:36])[CH:31]=2)[N:24]=[CH:23]4)=[N:16][CH:15]=[N:14]3)=O)C=CC=CC=1.C(OC([NH:44][C@@H:45]1[CH2:49][CH2:48][NH:47][CH2:46]1)=O)(C)(C)C. The catalyst is C(Cl)Cl. The product is [NH2:44][C@@H:45]1[CH2:49][CH2:48][N:47]([CH2:9][C:10]2[CH:11]=[CH:12][N:13]3[C:18]=2[C:17]([NH:19][C:20]2[CH:21]=[C:22]4[C:26](=[CH:27][CH:28]=2)[N:25]([CH2:29][C:30]2[CH:35]=[CH:34][CH:33]=[C:32]([F:36])[CH:31]=2)[N:24]=[CH:23]4)=[N:16][CH:15]=[N:14]3)[CH2:46]1. The yield is 0.140. (3) The reactants are [C:1]([O:4][CH2:5][C:6]1[C:11](B2OC(C)(C)C(C)(C)O2)=[CH:10][C:9]([F:21])=[CH:8][C:7]=1[N:22]1[CH2:33][CH2:32][C:31]2[C:30]3[CH2:29][C:28]([CH3:35])([CH3:34])[CH2:27][C:26]=3[S:25][C:24]=2[C:23]1=[O:36])(=[O:3])[CH3:2].Br[C:38]1[N:39]=[C:40]([NH:46][C:47]2[CH:52]=[CH:51][C:50]([CH:53]3[CH2:56][N:55]([CH3:57])[CH2:54]3)=[CH:49][CH:48]=2)[C:41](=[O:45])[N:42]([CH3:44])[CH:43]=1.[O-]P([O-])([O-])=O.[K+].[K+].[K+].CC([O-])=O.[Na+]. The catalyst is CC#N.O.C1C=CC(P(C2C=CC=CC=2)[C-]2C=CC=C2)=CC=1.C1C=CC(P(C2C=CC=CC=2)[C-]2C=CC=C2)=CC=1.Cl[Pd]Cl.[Fe+2]. The product is [C:1]([O:4][CH2:5][C:6]1[C:11]([C:38]2[N:39]=[C:40]([NH:46][C:47]3[CH:48]=[CH:49][C:50]([CH:53]4[CH2:54][N:55]([CH3:57])[CH2:56]4)=[CH:51][CH:52]=3)[C:41](=[O:45])[N:42]([CH3:44])[CH:43]=2)=[CH:10][C:9]([F:21])=[CH:8][C:7]=1[N:22]1[CH2:33][CH2:32][C:31]2[C:30]3[CH2:29][C:28]([CH3:35])([CH3:34])[CH2:27][C:26]=3[S:25][C:24]=2[C:23]1=[O:36])(=[O:3])[CH3:2]. The yield is 0.820. (4) The reactants are [F:1][C:2]1[C:10]([CH:11]([C:13]2[N:17]3[N:18]=[C:19]([C:22](=O)[CH3:23])[CH:20]=[CH:21][C:16]3=[N:15][CH:14]=2)[CH3:12])=[C:9]([F:25])[CH:8]=[C:7]2[C:3]=1[CH:4]=[N:5][N:6]2[CH3:26].[NH2:27][O:28][CH2:29][CH2:30][OH:31]. The catalyst is CO. The product is [OH:31][CH2:30][CH2:29][O:28]/[N:27]=[C:22](/[C:19]1[CH:20]=[CH:21][C:16]2[N:17]([C:13]([CH:11]([C:10]3[C:2]([F:1])=[C:3]4[C:7](=[CH:8][C:9]=3[F:25])[N:6]([CH3:26])[N:5]=[CH:4]4)[CH3:12])=[CH:14][N:15]=2)[N:18]=1)\[CH3:23]. The yield is 0.430.